Dataset: Reaction yield outcomes from USPTO patents with 853,638 reactions. Task: Predict the reaction yield, written as a fraction of the theoretical maximum amount of product (1.0 means a 100% yield; for example, 0.34 means a 34% yield). (1) The reactants are [OH:1][C:2]([CH3:35])([CH3:34])[CH2:3][C@@:4]1([C:28]2[CH:33]=[CH:32][CH:31]=[CH:30][CH:29]=2)[O:9][C:8](=[O:10])[N:7]([C@H:11]([C:13]2[CH:18]=[CH:17][C:16](B3OC(C)(C)C(C)(C)O3)=[CH:15][CH:14]=2)[CH3:12])[CH2:6][CH2:5]1.[CH3:36][NH:37][C:38]([C:40]1([C:43]2[CH:48]=[CH:47][C:46](Br)=[CH:45][N:44]=2)[CH2:42][CH2:41]1)=[O:39]. No catalyst specified. The product is [CH3:36][NH:37][C:38]([C:40]1([C:43]2[CH:48]=[CH:47][C:46]([C:16]3[CH:15]=[CH:14][C:13]([C@@H:11]([N:7]4[CH2:6][CH2:5][C@:4]([CH2:3][C:2]([OH:1])([CH3:34])[CH3:35])([C:28]5[CH:33]=[CH:32][CH:31]=[CH:30][CH:29]=5)[O:9][C:8]4=[O:10])[CH3:12])=[CH:18][CH:17]=3)=[CH:45][N:44]=2)[CH2:42][CH2:41]1)=[O:39]. The yield is 0.910. (2) The reactants are [CH:1]1([N:4]2[CH:8]=[C:7]([C:9]3[CH:10]=[C:11]4[C:16](=[CH:17][CH:18]=3)[N:15]([C:19](=[O:21])[CH3:20])[C@@H:14]([CH3:22])[CH2:13][NH:12]4)[CH:6]=[N:5]2)[CH2:3][CH2:2]1.Cl[C:24]1[O:25][C:26]2[CH:32]=[CH:31][CH:30]=[CH:29][C:27]=2[N:28]=1.C1(P(C2C=CC=CC=2)C2C3OC4C(=CC=CC=4P(C4C=CC=CC=4)C4C=CC=CC=4)C(C)(C)C=3C=CC=2)C=CC=CC=1.C(=O)([O-])[O-].[Cs+].[Cs+]. The catalyst is C(O)(C)(C)C.C1C=CC(/C=C/C(/C=C/C2C=CC=CC=2)=O)=CC=1.C1C=CC(/C=C/C(/C=C/C2C=CC=CC=2)=O)=CC=1.C1C=CC(/C=C/C(/C=C/C2C=CC=CC=2)=O)=CC=1.[Pd].[Pd]. The product is [O:25]1[C:26]2[CH:32]=[CH:31][CH:30]=[CH:29][C:27]=2[N:28]=[C:24]1[N:12]1[C:11]2[C:16](=[CH:17][CH:18]=[C:9]([C:7]3[CH:6]=[N:5][N:4]([CH:1]4[CH2:3][CH2:2]4)[CH:8]=3)[CH:10]=2)[N:15]([C:19](=[O:21])[CH3:20])[C@@H:14]([CH3:22])[CH2:13]1. The yield is 0.880. (3) The catalyst is COCCOC.O.CN(C=O)C.C1C=CC([P]([Pd]([P](C2C=CC=CC=2)(C2C=CC=CC=2)C2C=CC=CC=2)([P](C2C=CC=CC=2)(C2C=CC=CC=2)C2C=CC=CC=2)[P](C2C=CC=CC=2)(C2C=CC=CC=2)C2C=CC=CC=2)(C2C=CC=CC=2)C2C=CC=CC=2)=CC=1.CCCCCC. The yield is 0.600. The product is [CH:9]([C:8]1[C:7]([CH3:11])=[C:6]([C:22]2[N:27]=[C:26]([C:28]([O:30][CH3:31])=[O:29])[CH:25]=[CH:24][CH:23]=2)[CH:5]=[CH:4][C:3]=1[O:2][CH3:1])=[O:10]. The reactants are [CH3:1][O:2][C:3]1[C:8]([CH:9]=[O:10])=[C:7]([CH3:11])[C:6](B2OC(C)(C)C(C)(C)O2)=[CH:5][CH:4]=1.Br[C:22]1[N:27]=[C:26]([C:28]([O:30][CH3:31])=[O:29])[CH:25]=[CH:24][CH:23]=1.C(=O)([O-])[O-].[Na+].[Na+].[Cl-].[NH4+].C(=O)([O-])[O-].[K+].[K+].CI. (4) The reactants are [NH2:1][C:2]1[CH:7]=[CH:6][C:5]([N:8]2[CH:13]=[CH:12][CH:11]=[CH:10][C:9]2=[O:14])=[CH:4][C:3]=1[F:15].C[Si]([N-][Si](C)(C)C)(C)C.[Li+].[CH2:26]([O:28][C:29]([CH:31]1[CH:36]2[CH:32]1[CH2:33][O:34][C:35]2=[O:37])=[O:30])[CH3:27].Cl. The catalyst is C1COCC1. The product is [CH2:26]([O:28][C:29]([CH:31]1[CH:36]([CH2:35][OH:37])[CH:32]1[C:33](=[O:34])[NH:1][C:2]1[CH:7]=[CH:6][C:5]([N:8]2[CH:13]=[CH:12][CH:11]=[CH:10][C:9]2=[O:14])=[CH:4][C:3]=1[F:15])=[O:30])[CH3:27]. The yield is 0.570. (5) The reactants are [CH2:1]([O:3][CH2:4][C:5](=O)[CH2:6][C:7]#[N:8])[CH3:2].Cl.[CH:11]([NH:14][NH2:15])([CH3:13])[CH3:12].Cl. The catalyst is C(O)C. The product is [CH2:1]([O:3][CH2:4][C:5]1[CH:6]=[C:7]([NH2:8])[N:14]([CH:11]([CH3:13])[CH3:12])[N:15]=1)[CH3:2]. The yield is 0.656. (6) The yield is 0.300. The reactants are [NH2:1][CH2:2][CH2:3][CH2:4][CH2:5][CH2:6][CH2:7][O:8][Si](C(C)(C)C)(C1C=CC=CC=1)C1C=CC=CC=1.[C:26]([O:41][C@H:42]([CH2:47][CH2:48][CH2:49][CH2:50][CH2:51][CH2:52][CH2:53][CH2:54][CH2:55][CH2:56][CH3:57])[CH2:43][C:44](O)=[O:45])(=[O:40])[CH2:27][CH2:28][CH2:29][CH2:30][CH2:31][CH2:32][CH2:33][CH2:34][CH2:35][CH2:36][CH2:37][CH2:38][CH3:39].C(Cl)CCl.CI.CCCC[N+](CCCC)(CCCC)CCCC.[F-]. The catalyst is C1COCC1. The product is [C:26]([O:41][C@H:42]([CH2:47][CH2:48][CH2:49][CH2:50][CH2:51][CH2:52][CH2:53][CH2:54][CH2:55][CH2:56][CH3:57])[CH2:43][C:44]([NH:1][CH2:2][CH2:3][CH2:4][CH2:5][CH2:6][CH2:7][OH:8])=[O:45])(=[O:40])[CH2:27][CH2:28][CH2:29][CH2:30][CH2:31][CH2:32][CH2:33][CH2:34][CH2:35][CH2:36][CH2:37][CH2:38][CH3:39].